Dataset: Catalyst prediction with 721,799 reactions and 888 catalyst types from USPTO. Task: Predict which catalyst facilitates the given reaction. Reactant: [NH2:1][C:2]1[C:6]([C@H:7]2[CH2:12][CH2:11][CH2:10][CH2:9][C@@H:8]2[O:13][C:14]2[C:19]([CH3:20])=[CH:18][C:17]([S:21]([N:24]([CH2:31][C:32]3[CH:37]=[CH:36][C:35]([O:38][CH3:39])=[CH:34][C:33]=3[O:40][CH3:41])[C:25]3[CH:30]=[CH:29][N:28]=[CH:27][N:26]=3)(=[O:23])=[O:22])=[C:16]([F:42])[CH:15]=2)=[CH:5][N:4]([CH:43]2[CH2:48][CH2:47][CH2:46][CH2:45][O:44]2)[N:3]=1.[C:49](OC(=O)C)(=[O:51])[CH3:50].O.C(OCC)(=O)C. Product: [CH3:41][O:40][C:33]1[CH:34]=[C:35]([O:38][CH3:39])[CH:36]=[CH:37][C:32]=1[CH2:31][N:24]([C:25]1[CH:30]=[CH:29][N:28]=[CH:27][N:26]=1)[S:21]([C:17]1[C:16]([F:42])=[CH:15][C:14]([O:13][C@H:8]2[CH2:9][CH2:10][CH2:11][CH2:12][C@@H:7]2[C:6]2[C:2]([NH:1][C:49](=[O:51])[CH3:50])=[N:3][N:4]([CH:43]3[CH2:48][CH2:47][CH2:46][CH2:45][O:44]3)[CH:5]=2)=[C:19]([CH3:20])[CH:18]=1)(=[O:23])=[O:22]. The catalyst class is: 17.